From a dataset of Forward reaction prediction with 1.9M reactions from USPTO patents (1976-2016). Predict the product of the given reaction. (1) Given the reactants [BH4-].[Na+].[C:3]([O:7][C:8]([N:10]1[CH2:14][CH2:13][C@H:12]([C:15](=[O:19])[CH2:16][CH2:17][CH3:18])[CH2:11]1)=[O:9])([CH3:6])([CH3:5])[CH3:4], predict the reaction product. The product is: [C:3]([O:7][C:8]([N:10]1[CH2:14][CH2:13][C@H:12]([CH:15]([OH:19])[CH2:16][CH2:17][CH3:18])[CH2:11]1)=[O:9])([CH3:6])([CH3:5])[CH3:4]. (2) Given the reactants [Cl:1][C:2]1[CH:3]=[CH:4][C:5]2[N:11]3[CH:12]=[CH:13][CH:14]=[C:10]3[C@@H:9]([CH2:15][C:16]([O:18]CC)=[O:17])[CH2:8][C@H:7]([C:21]3[CH:26]=[CH:25][CH:24]=[C:23]([O:27][CH3:28])[C:22]=3[O:29][CH3:30])[C:6]=2[CH:31]=1.C(=O)([O-])[O-].[K+].[K+].Cl, predict the reaction product. The product is: [Cl:1][C:2]1[CH:3]=[CH:4][C:5]2[N:11]3[CH:12]=[CH:13][CH:14]=[C:10]3[C@@H:9]([CH2:15][C:16]([OH:18])=[O:17])[CH2:8][C@H:7]([C:21]3[CH:26]=[CH:25][CH:24]=[C:23]([O:27][CH3:28])[C:22]=3[O:29][CH3:30])[C:6]=2[CH:31]=1.